From a dataset of Catalyst prediction with 721,799 reactions and 888 catalyst types from USPTO. Predict which catalyst facilitates the given reaction. (1) Reactant: [NH2:1][C:2](=[O:41])[CH2:3][O:4][N:5]=[C:6]([C:25]1[CH:30]=[CH:29][C:28]([O:31][CH2:32][CH:33]([CH3:35])[CH3:34])=[CH:27][C:26]=1[O:36][CH2:37][CH:38]([CH3:40])[CH3:39])[C:7]1[CH:8]=[CH:9][C:10]([O:20][CH2:21][CH:22]([CH3:24])[CH3:23])=[C:11]([CH2:13][CH2:14][C:15]([O:17]CC)=[O:16])[CH:12]=1.[OH-].[Na+].C(Cl)(Cl)Cl.Cl. Product: [NH2:1][C:2](=[O:41])[CH2:3][O:4][N:5]=[C:6]([C:25]1[CH:30]=[CH:29][C:28]([O:31][CH2:32][CH:33]([CH3:34])[CH3:35])=[CH:27][C:26]=1[O:36][CH2:37][CH:38]([CH3:40])[CH3:39])[C:7]1[CH:8]=[CH:9][C:10]([O:20][CH2:21][CH:22]([CH3:24])[CH3:23])=[C:11]([CH2:13][CH2:14][C:15]([OH:17])=[O:16])[CH:12]=1. The catalyst class is: 40. (2) Product: [F:35][C:14]([F:34])([F:13])[C:15]1[CH:16]=[C:17]([C:21]2[CH:22]=[CH:23][C:24]3[N:31]4[CH2:32][C@H:27]([CH2:28][CH2:29][CH2:30]4)[N:26]([C:2]([NH:45][C:46]4[CH:47]=[C:48]([C:52]5[N:53]=[N:54][N:55]([CH2:57][CH2:58][NH:59][C:60](=[O:66])[O:61][C:62]([CH3:63])([CH3:65])[CH3:64])[CH:56]=5)[CH:49]=[CH:50][CH:51]=4)=[O:4])[C:25]=3[N:33]=2)[CH:18]=[CH:19][CH:20]=1. The catalyst class is: 4. Reactant: Cl[C:2](Cl)([O:4]C(=O)OC(Cl)(Cl)Cl)Cl.[F:13][C:14]([F:35])([F:34])[C:15]1[CH:16]=[C:17]([C:21]2[CH:22]=[CH:23][C:24]3[N:31]4[CH2:32][C@H:27]([CH2:28][CH2:29][CH2:30]4)[NH:26][C:25]=3[N:33]=2)[CH:18]=[CH:19][CH:20]=1.C(N(CC)C(C)C)(C)C.[NH2:45][C:46]1[CH:47]=[C:48]([C:52]2[N:53]=[N:54][N:55]([CH2:57][CH2:58][NH:59][C:60](=[O:66])[O:61][C:62]([CH3:65])([CH3:64])[CH3:63])[CH:56]=2)[CH:49]=[CH:50][CH:51]=1. (3) Reactant: Cl.Cl.[F:3][C:4]([F:23])([F:22])[S:5][C:6]1[CH:21]=[CH:20][C:9]2[NH:10][C:11]([C:13]3([NH2:19])[CH2:18][CH2:17][NH:16][CH2:15][CH2:14]3)=[N:12][C:8]=2[CH:7]=1.C(N(C(C)C)C(C)C)C.[CH:33]1[C:37]2[C:38](Cl)=[N:39][CH:40]=[N:41][C:36]=2[NH:35][CH:34]=1. Product: [N:41]1[C:36]2[NH:35][CH:34]=[CH:33][C:37]=2[C:38]([N:16]2[CH2:17][CH2:18][C:13]([C:11]3[NH:10][C:9]4[CH:20]=[CH:21][C:6]([S:5][C:4]([F:22])([F:3])[F:23])=[CH:7][C:8]=4[N:12]=3)([NH2:19])[CH2:14][CH2:15]2)=[N:39][CH:40]=1. The catalyst class is: 3. (4) Reactant: C1(C)C=CC=CC=1.[CH2:8]1[CH2:12][O:11][C:10]2[CH:13]=[CH:14][C:15]3[CH2:16][CH2:17][C:18](=O)[C:19]=3[C:9]1=2.[C:21]([CH2:23]P(=O)(OCC)OCC)#[N:22].CO.C[O-].[Na+]. Product: [CH2:8]1[CH2:12][O:11][C:10]2[CH:13]=[CH:14][C:15]3[CH2:16][CH2:17]/[C:18](=[CH:23]\[C:21]#[N:22])/[C:19]=3[C:9]1=2. The catalyst class is: 6. (5) Reactant: C(OC([N:8]1[CH2:13][CH2:12][CH:11]([CH2:14][C:15](=[O:37])[NH:16][C:17]2[CH:18]=[C:19]3[C:35](=[O:36])[NH:34][N:33]=[CH:32][C:21]4=[C:22]([C:26]5[CH:31]=[CH:30][CH:29]=[CH:28][CH:27]=5)[NH:23][C:24]([CH:25]=2)=[C:20]34)[CH2:10][CH2:9]1)=O)(C)(C)C.[C:38]([OH:44])([C:40]([F:43])([F:42])[F:41])=[O:39]. Product: [F:41][C:40]([F:43])([F:42])[C:38]([OH:44])=[O:39].[O:36]=[C:35]1[C:19]2[C:20]3[C:21](=[C:22]([C:26]4[CH:31]=[CH:30][CH:29]=[CH:28][CH:27]=4)[NH:23][C:24]=3[CH:25]=[C:17]([NH:16][C:15](=[O:37])[CH2:14][CH:11]3[CH2:10][CH2:9][NH:8][CH2:13][CH2:12]3)[CH:18]=2)[CH:32]=[N:33][NH:34]1. The catalyst class is: 2.